Predict the reactants needed to synthesize the given product. From a dataset of Full USPTO retrosynthesis dataset with 1.9M reactions from patents (1976-2016). (1) Given the product [CH:31]1[C:32]2[C:27](=[CH:33][C:16]3[C:15]([C:13]=2[C:6]2[CH:5]=[C:4]([C:9]4[N:14]=[C:13]([C:15]5[CH:16]=[CH:17][CH:18]=[CH:19][CH:20]=5)[N:12]=[C:11]([C:21]5[CH:22]=[CH:23][CH:24]=[CH:25][CH:26]=5)[N:10]=4)[CH:3]=[C:2]([C:46]4[C:5]5[C:4]([CH:9]=[C:44]6[C:43]=4[CH:45]=[CH:22][CH:21]=[CH:11]6)=[CH:3][CH:2]=[CH:7][CH:6]=5)[CH:7]=2)=[CH:20][CH:19]=[CH:18][CH:17]=3)[CH:28]=[CH:29][CH:30]=1, predict the reactants needed to synthesize it. The reactants are: Br[C:2]1[CH:3]=[C:4]([C:9]2[N:14]=[C:13]([C:15]3[CH:20]=[CH:19][CH:18]=[CH:17][CH:16]=3)[N:12]=[C:11]([C:21]3[CH:26]=[CH:25][CH:24]=[CH:23][CH:22]=3)[N:10]=2)[CH:5]=[C:6](Br)[CH:7]=1.[C:27]1([CH3:33])[CH:32]=[CH:31][CH:30]=[CH:29][CH:28]=1.[C:43](P([C:43]([CH3:46])([CH3:45])[CH3:44])[C:43]([CH3:46])([CH3:45])[CH3:44])([CH3:46])([CH3:45])[CH3:44].[OH-].[Na+]. (2) Given the product [F:23][C:24]1[CH:25]=[C:26]([S:30]([NH:22][C:18]2[CH:19]=[CH:20][CH:21]=[C:16]([C:8]3[C:7]([C:4]4[CH:5]=[CH:6][N:1]=[CH:2][CH:3]=4)=[C:11]4[S:12][CH2:13][CH2:14][CH2:15][N:10]4[N:9]=3)[CH:17]=2)(=[O:32])=[O:31])[CH:27]=[CH:28][CH:29]=1, predict the reactants needed to synthesize it. The reactants are: [N:1]1[CH:6]=[CH:5][C:4]([C:7]2[C:8]([C:16]3[CH:17]=[C:18]([NH2:22])[CH:19]=[CH:20][CH:21]=3)=[N:9][N:10]3[CH2:15][CH2:14][CH2:13][S:12][C:11]=23)=[CH:3][CH:2]=1.[F:23][C:24]1[CH:25]=[C:26]([S:30](Cl)(=[O:32])=[O:31])[CH:27]=[CH:28][CH:29]=1.CN1CCOCC1. (3) Given the product [OH:25][CH2:24][CH2:23][N:22]([CH2:26][CH2:27][OH:28])[CH2:20][CH2:19][CH2:18][O:17][C:5]1[C:6]2[S:7][C:8]3[C:13](=[CH:12][CH:11]=[CH:10][CH:9]=3)[C:14](=[O:16])[C:15]=2[C:2]([Cl:1])=[CH:3][CH:4]=1, predict the reactants needed to synthesize it. The reactants are: [Cl:1][C:2]1[C:15]2[C:14](=[O:16])[C:13]3[C:8](=[CH:9][CH:10]=[CH:11][CH:12]=3)[S:7][C:6]=2[C:5]([O:17][CH2:18][CH2:19][CH2:20]I)=[CH:4][CH:3]=1.[NH:22]([CH2:26][CH2:27][OH:28])[CH2:23][CH2:24][OH:25]. (4) The reactants are: [CH3:1][C:2]1[CH:3]=[C:4]([CH:8]=[C:9]([CH3:12])[C:10]=1[OH:11])[C:5]([OH:7])=[O:6].[C:13](OC(=O)C)(=[O:15])[CH3:14].O. Given the product [C:13]([O:11][C:10]1[C:9]([CH3:12])=[CH:8][C:4]([C:5]([OH:7])=[O:6])=[CH:3][C:2]=1[CH3:1])(=[O:15])[CH3:14], predict the reactants needed to synthesize it. (5) Given the product [ClH:1].[N:2]1([C:12](=[NH:11])[NH2:13])[C:6]2[CH:7]=[CH:8][CH:9]=[CH:10][C:5]=2[N:4]=[N:3]1, predict the reactants needed to synthesize it. The reactants are: [ClH:1].[NH:2]1[C:6]2[CH:7]=[CH:8][CH:9]=[CH:10][C:5]=2[N:4]=[N:3]1.[N:11]#[C:12][NH2:13]. (6) Given the product [Cl:1][C:2]1[CH:3]=[CH:46][C:45]([N:42]2[C:43]3[CH2:44][CH2:28][CH2:29][N:30]([C:9](=[O:11])[CH2:8][N:5]4[C:6]([CH3:7])=[C:2]([Cl:1])[C:3]([C:12]([F:15])([F:14])[F:13])=[N:4]4)[C:25]=3[CH:26]=[N:31]2)=[CH:7][CH:6]=1, predict the reactants needed to synthesize it. The reactants are: [Cl:1][C:2]1[C:3]([C:12]([F:15])([F:14])[F:13])=[N:4][N:5]([CH2:8][C:9]([OH:11])=O)[C:6]=1[CH3:7].CN(C(ON1N=[N:31][C:26]2C=[CH:28][CH:29]=[N:30][C:25]1=2)=[N+](C)C)C.F[P-](F)(F)(F)(F)F.CC[N:42]([CH2:45][CH3:46])[CH2:43][CH3:44]. (7) The reactants are: [O:1]=[CH:2][C@@H:3]([C@H:5]([C@@H:7]([C@@H:9]([C:11]([OH:13])=[O:12])[OH:10])[OH:8])[OH:6])[OH:4].O.C(O)(C)C.[CH:19]1[C:20]([CH2:28][C@@H:29]([NH2:46])[CH2:30][C:31]([N:33]2[CH2:45][C:37]3=[N:38][N:39]=[C:40]([C:41]([F:44])([F:43])[F:42])[N:36]3[CH2:35][CH2:34]2)=[O:32])=[C:21]([F:27])[CH:22]=[C:23]([F:26])[C:24]=1[F:25]. Given the product [CH:19]1[C:20]([CH2:28][C@@H:29]([NH2:46])[CH2:30][C:31]([N:33]2[CH2:45][C:37]3=[N:38][N:39]=[C:40]([C:41]([F:44])([F:43])[F:42])[N:36]3[CH2:35][CH2:34]2)=[O:32])=[C:21]([F:27])[CH:22]=[C:23]([F:26])[C:24]=1[F:25].[O:1]=[CH:2][C@@H:3]([C@H:5]([C@@H:7]([C@@H:9]([C:11]([O-:13])=[O:12])[OH:10])[OH:8])[OH:6])[OH:4], predict the reactants needed to synthesize it.